From a dataset of Forward reaction prediction with 1.9M reactions from USPTO patents (1976-2016). Predict the product of the given reaction. The product is: [NH2:13][C:10]1[CH:11]=[CH:12][C:7]([C:6]([O:5][C:1]([CH3:3])([CH3:4])[CH3:2])=[O:17])=[C:8]([F:16])[CH:9]=1. Given the reactants [C:1]([O:5][C:6](=[O:17])[C:7]1[CH:12]=[CH:11][C:10]([N+:13]([O-])=O)=[CH:9][C:8]=1[F:16])([CH3:4])([CH3:3])[CH3:2].[Cl-].[NH4+], predict the reaction product.